This data is from Full USPTO retrosynthesis dataset with 1.9M reactions from patents (1976-2016). The task is: Predict the reactants needed to synthesize the given product. (1) Given the product [OH:23][C@@H:21]1[CH2:20][C@H:19]([CH2:17][NH:14][C:38](=[O:39])[O:41][C:43]([CH3:44])([CH3:47])[CH3:26])[CH2:22]1, predict the reactants needed to synthesize it. The reactants are: [H-].[H-].[H-].[H-].[Li+].[Al+3].CS(N1CC[N:14]([C:17]([CH:19]2[CH2:22][C:21](=[O:23])[CH2:20]2)=O)CC1)(=O)=O.[OH-].[Na+].[CH2:26](N(CC)CC)C.CS(Cl)(=O)=O.[C:38]([O-:41])(O)=[O:39].[Na+].[CH2:43]1[CH2:47]OC[CH2:44]1. (2) Given the product [N:35]1([C:40]([CH2:2][CH2:3][CH2:4][CH2:5][O:6][C:7]2[CH:16]=[C:15]3[C:10]([C:11]([O:17][C:18]4[CH:23]=[CH:22][C:21]([CH3:24])=[CH:20][C:19]=4[C:25]([C:27]4[CH:32]=[CH:31][CH:30]=[CH:29][CH:28]=4)=[O:26])=[CH:12][CH:13]=[N:14]3)=[CH:9][C:8]=2[O:33][CH3:34])=[O:41])[CH:39]=[CH:38][N:37]=[CH:36]1, predict the reactants needed to synthesize it. The reactants are: Cl[CH2:2][CH2:3][CH2:4][CH2:5][O:6][C:7]1[CH:16]=[C:15]2[C:10]([C:11]([O:17][C:18]3[CH:23]=[CH:22][C:21]([CH3:24])=[CH:20][C:19]=3[C:25]([C:27]3[CH:32]=[CH:31][CH:30]=[CH:29][CH:28]=3)=[O:26])=[CH:12][CH:13]=[N:14]2)=[CH:9][C:8]=1[O:33][CH3:34].[NH:35]1[CH:39]=[CH:38][N:37]=[CH:36]1.[C:40](=O)([O-])[O-:41].[K+].[K+].O. (3) Given the product [Br:1][C:2]1[CH:7]=[CH:6][C:5]([O:8][CH2:10][CH2:11][CH2:12][CH3:13])=[C:4]([F:9])[CH:3]=1, predict the reactants needed to synthesize it. The reactants are: [Br:1][C:2]1[CH:7]=[CH:6][C:5]([OH:8])=[C:4]([F:9])[CH:3]=1.[CH2:10](O)[CH2:11][CH2:12][CH3:13].C1(P(C2C=CC=CC=2)C2C=CC=CC=2)C=CC=CC=1.N(C(OC(C)C)=O)=NC(OC(C)C)=O. (4) Given the product [OH:51][C:47]1([C:45]2[S:46][C:42]([C:21]3[CH:22]=[C:23]([CH:26]=[C:27]([NH:29][C:30]4[N:35]=[C:34]([C:36]([F:37])([F:38])[F:39])[CH:33]=[CH:32][N:31]=4)[CH:28]=3)[C:24]#[N:25])=[CH:43][N:44]=2)[CH2:50][CH2:49][CH2:48]1, predict the reactants needed to synthesize it. The reactants are: O1CCOCC1.C(=O)([O-])[O-].[Na+].[Na+].CC1(C)C(C)(C)OB([C:21]2[CH:22]=[C:23]([CH:26]=[C:27]([NH:29][C:30]3[N:35]=[C:34]([C:36]([F:39])([F:38])[F:37])[CH:33]=[CH:32][N:31]=3)[CH:28]=2)[C:24]#[N:25])O1.Br[C:42]1[S:46][C:45]([C:47]2([OH:51])[CH2:50][CH2:49][CH2:48]2)=[N:44][CH:43]=1. (5) Given the product [CH3:1][O:2][C:3](=[O:22])[CH2:4][CH2:5][C:6]1[CH:11]=[CH:10][C:9]([S:12]([C:15]2[CH:16]=[CH:17][CH:18]=[CH:19][CH:20]=2)(=[O:14])=[O:13])=[CH:8][C:7]=1[Br:21], predict the reactants needed to synthesize it. The reactants are: [CH3:1][O:2][C:3](=[O:22])/[CH:4]=[CH:5]/[C:6]1[CH:11]=[CH:10][C:9]([S:12]([C:15]2[CH:20]=[CH:19][CH:18]=[CH:17][CH:16]=2)(=[O:14])=[O:13])=[CH:8][C:7]=1[Br:21].N#N. (6) Given the product [O:1]1[CH:5]=[CH:4][N:3]=[C:2]1[C:6]1[N:7]=[C:8]2[NH:19][CH:20]=[N:18][C:9]2=[CH:10][C:11]=1[C:12]1[CH:17]=[CH:16][N:15]=[CH:14][CH:13]=1, predict the reactants needed to synthesize it. The reactants are: [O:1]1[CH:5]=[CH:4][N:3]=[C:2]1[C:6]1[C:11]([C:12]2[CH:17]=[CH:16][N:15]=[CH:14][CH:13]=2)=[CH:10][C:9]([NH2:18])=[C:8]([NH2:19])[N:7]=1.[CH2:20](OC(OCC)OCC)C.[OH-].[Na+].C(OCC)(=O)C. (7) Given the product [Br:27][C:28]1[CH:29]=[CH:30][C:31]([O:43][CH:44]2[CH2:48][CH2:47][N:46]([C:49]([O:51][C:52]([CH3:55])([CH3:54])[CH3:53])=[O:50])[CH2:45]2)=[C:32]([CH:34]2[C:10]3([C:11]4[C:16](=[CH:15][C:14]([Cl:17])=[CH:13][CH:12]=4)[NH:8][C:9]3=[O:26])[CH:18]([C:19]3[CH:24]=[CH:23][CH:22]=[C:21]([Cl:25])[CH:20]=3)[CH2:37][C:36](=[O:38])[NH:35]2)[CH:33]=1, predict the reactants needed to synthesize it. The reactants are: C(OC([N:8]1[C:16]2[C:11](=[CH:12][CH:13]=[C:14]([Cl:17])[CH:15]=2)/[C:10](=[CH:18]/[C:19]2[CH:24]=[CH:23][CH:22]=[C:21]([Cl:25])[CH:20]=2)/[C:9]1=[O:26])=O)(C)(C)C.[Br:27][C:28]1[CH:29]=[CH:30][C:31]([O:43][CH:44]2[CH2:48][CH2:47][N:46]([C:49]([O:51][C:52]([CH3:55])([CH3:54])[CH3:53])=[O:50])[CH2:45]2)=[C:32]([CH:34]=[N:35][C:36]([O:38][Si](C)(C)C)=[CH2:37])[CH:33]=1. (8) The reactants are: [NH2:1][C:2]1[N:7]2[N:8]=[C:9]([C:11]3[O:12][CH:13]=[CH:14][CH:15]=3)[N:10]=[C:6]2[C:5]([CH2:16][N:17]2[CH2:22][CH2:21][N:20]([C:23]3[CH:28]=[CH:27][CH:26]=[CH:25][CH:24]=3)[CH2:19][CH2:18]2)=[CH:4][N:3]=1.[C:29](O[C:29](=[O:32])[CH2:30][CH3:31])(=[O:32])[CH2:30][CH3:31].C(N(CC)CC)C. Given the product [O:12]1[CH:13]=[CH:14][CH:15]=[C:11]1[C:9]1[N:10]=[C:6]2[N:7]([C:2]([NH:1][C:29](=[O:32])[CH2:30][CH3:31])=[N:3][CH:4]=[C:5]2[CH2:16][N:17]2[CH2:18][CH2:19][N:20]([C:23]3[CH:28]=[CH:27][CH:26]=[CH:25][CH:24]=3)[CH2:21][CH2:22]2)[N:8]=1, predict the reactants needed to synthesize it. (9) Given the product [C:17]([O:16][C:14]([N:11]1[CH2:12][CH2:13][CH:8]([C:4]2[CH:5]=[N:6][CH:7]=[C:2]([NH2:1])[CH:3]=2)[CH2:9][CH2:10]1)=[O:15])([CH3:20])([CH3:18])[CH3:19], predict the reactants needed to synthesize it. The reactants are: [NH2:1][C:2]1[CH:3]=[C:4]([C:8]2[CH2:13][CH2:12][N:11]([C:14]([O:16][C:17]([CH3:20])([CH3:19])[CH3:18])=[O:15])[CH2:10][CH:9]=2)[CH:5]=[N:6][CH:7]=1.CCOC(C)=O. (10) Given the product [Si:23]([O:26][C@H:27]1[C@H:28]([F:34])[CH2:29][C@H:30]([CH2:32][C@H:7]2[C:6]([O:12][CH3:13])=[N:5][C@H:4]([CH:1]([CH3:3])[CH3:2])[C:9]([O:10][CH3:11])=[N:8]2)[CH2:31]1)([C:19]([CH3:22])([CH3:21])[CH3:20])([CH3:25])[CH3:24], predict the reactants needed to synthesize it. The reactants are: [CH:1]([C@@H:4]1[C:9]([O:10][CH3:11])=[N:8][CH2:7][C:6]([O:12][CH3:13])=[N:5]1)([CH3:3])[CH3:2].[Li]CCCC.[C:19]([Si:23]([O:26][C@@H:27]1[CH2:31][C@@H:30]([CH2:32]I)[CH2:29][C@H:28]1[F:34])([CH3:25])[CH3:24])([CH3:22])([CH3:21])[CH3:20].